Dataset: Reaction yield outcomes from USPTO patents with 853,638 reactions. Task: Predict the reaction yield, written as a fraction of the theoretical maximum amount of product (1.0 means a 100% yield; for example, 0.34 means a 34% yield). The reactants are [CH3:1][C:2]1[N:7]=[C:6]2[S:8][C:9]3[CH2:14][CH2:13][CH2:12][CH2:11][C:10]=3[C:5]2=[C:4]([C:15]2[CH:20]=[CH:19][C:18]([CH3:21])=[CH:17][CH:16]=2)[C:3]=1[CH2:22][C:23]([O:25][CH3:26])=[O:24].[Li+].C[Si]([N-][Si](C)(C)C)(C)C.C1COCC1.I[CH2:43][C:44]([CH3:47])([CH3:46])[CH3:45]. The catalyst is CN(C=O)C. The product is [CH3:1][C:2]1[N:7]=[C:6]2[S:8][C:9]3[CH2:14][CH2:13][CH2:12][CH2:11][C:10]=3[C:5]2=[C:4]([C:15]2[CH:16]=[CH:17][C:18]([CH3:21])=[CH:19][CH:20]=2)[C:3]=1[CH:22]([CH2:43][C:44]([CH3:47])([CH3:46])[CH3:45])[C:23]([O:25][CH3:26])=[O:24]. The yield is 0.200.